The task is: Predict the reaction yield, written as a fraction of the theoretical maximum amount of product (1.0 means a 100% yield; for example, 0.34 means a 34% yield).. This data is from Reaction yield outcomes from USPTO patents with 853,638 reactions. (1) The reactants are O[N:2]=[C:3]([C:7]1[CH:12]=[CH:11][N:10]=[CH:9][CH:8]=1)[C:4](=O)[CH3:5].[CH3:13][CH:14]1[CH2:19][C:18](=[O:20])[CH2:17][C:16](=O)[CH2:15]1.C(O)(=O)C.[OH-].[Na+]. The catalyst is [Zn].CCOC(C)=O.O. The product is [CH3:5][C:4]1[C:17]2[C:18](=[O:20])[CH2:19][CH:14]([CH3:13])[CH2:15][C:16]=2[NH:2][C:3]=1[C:7]1[CH:12]=[CH:11][N:10]=[CH:9][CH:8]=1. The yield is 0.170. (2) The yield is 0.236. No catalyst specified. The product is [C:36]([N:27]1[CH:28]=[CH:29][C:25]([NH:24][C:10]2[N:11]=[C:12]3[CH:17]=[CH:16][C:15]([C:18]4[CH:19]=[N:20][CH:21]=[N:22][CH:23]=4)=[CH:14][N:13]3[C:9]=2[C:4]2[N:5]=[C:6]([CH3:8])[N:7]=[C:2]([NH:1][C:44](=[O:43])[CH3:45])[CH:3]=2)=[N:26]1)(=[O:38])[CH3:37]. The reactants are [NH2:1][C:2]1[N:7]=[C:6]([CH3:8])[N:5]=[C:4]([C:9]2[N:13]3[CH:14]=[C:15]([C:18]4[CH:19]=[N:20][CH:21]=[N:22][CH:23]=4)[CH:16]=[CH:17][C:12]3=[N:11][C:10]=2[NH:24][C:25]2[CH:29]=[CH:28][NH:27][N:26]=2)[CH:3]=1.N1C=CC=CC=1.[C:36](OC(=O)C)(=[O:38])[CH3:37].[O:43]1CCO[CH2:45][CH2:44]1. (3) The reactants are [F:1][C:2]([F:32])([F:31])[CH:3]([OH:30])[C:4]([CH3:29])([CH3:28])[CH:5]([C:12]1[CH:13]=[C:14]2[C:18](=[CH:19][CH:20]=1)[N:17]([C:21]1[CH:26]=[CH:25][C:24]([F:27])=[CH:23][CH:22]=1)[N:16]=[CH:15]2)[C:6]1[CH:11]=[CH:10][CH:9]=[CH:8][CH:7]=1.CC(OI1(OC(C)=O)(OC(C)=O)OC(=O)C2C=CC=CC1=2)=O. The catalyst is C(Cl)Cl. The product is [F:32][C:2]([F:1])([F:31])[C:3](=[O:30])[C:4]([CH3:29])([CH3:28])[CH:5]([C:12]1[CH:13]=[C:14]2[C:18](=[CH:19][CH:20]=1)[N:17]([C:21]1[CH:22]=[CH:23][C:24]([F:27])=[CH:25][CH:26]=1)[N:16]=[CH:15]2)[C:6]1[CH:11]=[CH:10][CH:9]=[CH:8][CH:7]=1. The yield is 0.700. (4) The product is [NH:17]1[C:12]2[CH:13]=[CH:14][CH:15]=[CH:16][C:11]=2[NH:18][C:3]1=[C:6]([C:9]#[N:10])[C:7]#[N:8]. The catalyst is C(O)C. The reactants are CS[C:3](=[C:6]([C:9]#[N:10])[C:7]#[N:8])SC.[C:11]1([NH2:18])[CH:16]=[CH:15][CH:14]=[CH:13][C:12]=1[NH2:17]. The yield is 0.776. (5) The reactants are [NH2:1][C:2]1[CH:7]=[CH:6][C:5]([S:8]([NH:11][O:12][CH:13]2[CH2:17][CH2:16][CH2:15][CH2:14]2)(=[O:10])=[O:9])=[CH:4][C:3]=1[N+:18]([O-])=O.C(OCC)(=O)C. The catalyst is [Pd].C(O)C. The product is [NH2:18][C:3]1[CH:4]=[C:5]([S:8]([NH:11][O:12][CH:13]2[CH2:17][CH2:16][CH2:15][CH2:14]2)(=[O:9])=[O:10])[CH:6]=[CH:7][C:2]=1[NH2:1]. The yield is 1.00. (6) The reactants are [C:1]([O:5][C:6]([N:8]1[CH2:12][C@H:11]([O:13][C:14]2[C:23]3[C:18](=[CH:19][CH:20]=[CH:21][CH:22]=3)[C:17]([O:24][CH3:25])=[CH:16][N:15]=2)[CH2:10][C@H:9]1[C:26](O)=[O:27])=[O:7])([CH3:4])([CH3:3])[CH3:2].CN(C(ON1N=NC2C=CC=NC1=2)=[N+](C)C)C.F[P-](F)(F)(F)(F)F.CCN(C(C)C)C(C)C.Cl.[NH2:63][C@:64]1([C:69]([NH:71][S:72]([CH:75]2[CH2:77][CH2:76]2)(=[O:74])=[O:73])=[O:70])[CH2:66][C@H:65]1[CH:67]=[CH2:68]. The product is [CH:75]1([S:72]([NH:71][C:69]([C@@:64]2([NH:63][C:26]([C@@H:9]3[CH2:10][C@@H:11]([O:13][C:14]4[C:23]5[C:18](=[CH:19][CH:20]=[CH:21][CH:22]=5)[C:17]([O:24][CH3:25])=[CH:16][N:15]=4)[CH2:12][N:8]3[C:6]([O:5][C:1]([CH3:2])([CH3:3])[CH3:4])=[O:7])=[O:27])[CH2:66][C@H:65]2[CH:67]=[CH2:68])=[O:70])(=[O:74])=[O:73])[CH2:77][CH2:76]1. The yield is 0.764. The catalyst is ClCCl. (7) The reactants are [Cl:1][C:2]1[CH:3]=[C:4]2[C:8](=[CH:9][CH:10]=1)[N:7]([C:11]1[N:15]([CH3:16])[N:14]=[C:13]([CH3:17])[C:12]=1/[CH:18]=[CH:19]/[C:20](=[O:26])[C:21]([O:23][CH2:24][CH3:25])=[O:22])[CH:6]=[CH:5]2.[H][H]. The catalyst is O1CCCC1.C(O)C.[C].[Pd]. The product is [Cl:1][C:2]1[CH:3]=[C:4]2[C:8](=[CH:9][CH:10]=1)[N:7]([C:11]1[N:15]([CH3:16])[N:14]=[C:13]([CH3:17])[C:12]=1[CH2:18][CH2:19][CH:20]([OH:26])[C:21]([O:23][CH2:24][CH3:25])=[O:22])[CH:6]=[CH:5]2. The yield is 0.620. (8) The reactants are [NH2:1][C:2]1[CH:9]=[CH:8][CH:7]=[CH:6][C:3]=1[CH2:4][NH2:5].F[C:11]1[CH:19]=[N:18][CH:17]=[CH:16][C:12]=1[C:13]([OH:15])=[O:14]. No catalyst specified. The product is [NH2:1][C:2]1[CH:9]=[CH:8][CH:7]=[CH:6][C:3]=1[CH2:4][NH:5][C:16]1[CH:17]=[N:18][CH:19]=[CH:11][C:12]=1[C:13]([OH:15])=[O:14]. The yield is 0.0900. (9) The reactants are [NH2:1][C:2]1[CH:10]=[CH:9][CH:8]=[C:7]([N+:11]([O-:13])=[O:12])[C:3]=1[C:4]([OH:6])=[O:5].[C:14](OC(=O)C)(=O)[CH3:15]. No catalyst specified. The product is [CH3:14][C:15]1[O:5][C:4](=[O:6])[C:3]2[C:7]([N+:11]([O-:13])=[O:12])=[CH:8][CH:9]=[CH:10][C:2]=2[N:1]=1. The yield is 0.850. (10) The reactants are [O:1]=[C:2]1[C:7]2[CH:8]=[CH:9][CH:10]=[CH:11][C:6]=2[S:5][C:4]([C:12]2[N:17]=[C:16]([CH2:18][CH2:19][C:20]([OH:22])=O)[CH:15]=[CH:14][CH:13]=2)=[N:3]1.[C:23]([O:27][C:28](=[O:32])[CH2:29][NH:30][CH3:31])([CH3:26])([CH3:25])[CH3:24].CCN=C=NCCCN(C)C.C1C=CC2N(O)N=NC=2C=1. The catalyst is CN(C)C=O. The product is [CH3:31][N:30]([CH2:29][C:28]([O:27][C:23]([CH3:26])([CH3:25])[CH3:24])=[O:32])[C:20](=[O:22])[CH2:19][CH2:18][C:16]1[CH:15]=[CH:14][CH:13]=[C:12]([C:4]2[S:5][C:6]3[CH:11]=[CH:10][CH:9]=[CH:8][C:7]=3[C:2](=[O:1])[N:3]=2)[N:17]=1. The yield is 0.670.